From a dataset of Full USPTO retrosynthesis dataset with 1.9M reactions from patents (1976-2016). Predict the reactants needed to synthesize the given product. (1) The reactants are: C(N(CC)[C:4]1[CH:26]=[CH:25][C:7]([C:8]([C:10]2[CH:24]=[CH:23][CH:22]=[CH:21][C:11]=2C(OCCCCCC)=O)=[O:9])=[C:6]([OH:27])[CH:5]=1)C.CCCCC(COC(C1C=CC=CC=1O)=O)CC.[CH2:48]([C:56](C1C=CC=CC=1)=[C:57](OC)[C:58]([O-])=[O:59])[CH2:49][CH2:50][CH2:51][CH2:52]CCC. Given the product [CH3:52][CH2:51][CH2:50][CH2:49][CH2:48][CH2:56][CH2:57][CH2:58][O:59][C:4]1[CH:26]=[CH:25][C:7]([C:8]([C:10]2[CH:11]=[CH:21][CH:22]=[CH:23][CH:24]=2)=[O:9])=[C:6]([OH:27])[CH:5]=1, predict the reactants needed to synthesize it. (2) Given the product [CH2:1]([O:3][C:4](=[O:25])[CH2:5][C@H:6]([C:15]1[CH:20]=[CH:19][CH:18]=[C:17]([NH:21][C:22](=[O:24])[CH3:23])[CH:16]=1)[NH2:7])[CH3:2], predict the reactants needed to synthesize it. The reactants are: [CH2:1]([O:3][C:4](=[O:25])[CH2:5][C@H:6]([C:15]1[CH:20]=[CH:19][CH:18]=[C:17]([NH:21][C:22](=[O:24])[CH3:23])[CH:16]=1)[NH:7]C(OC(C)(C)C)=O)[CH3:2].Cl. (3) Given the product [CH2:12]([O:11][C:8]1[CH:7]=[CH:6][C:3]([CH:4]=[O:5])=[C:2]([OH:1])[C:9]=1[CH3:10])[C:13]1[CH:18]=[CH:17][CH:16]=[CH:15][CH:14]=1, predict the reactants needed to synthesize it. The reactants are: [OH:1][C:2]1[C:9]([CH3:10])=[C:8]([OH:11])[CH:7]=[CH:6][C:3]=1[CH:4]=[O:5].[CH2:12](Br)[C:13]1[CH:18]=[CH:17][CH:16]=[CH:15][CH:14]=1.C([O-])(O)=O.[Na+].O1CCOCC1. (4) Given the product [OH:2][C@H:3]1[CH2:11][N:10]2[C@H:5]([CH2:6][C:7](=[O:12])[CH2:8][CH2:9]2)[CH2:4]1, predict the reactants needed to synthesize it. The reactants are: C[O:2][C@H:3]1[CH2:11][N:10]2[C@H:5]([CH2:6][C:7](=[O:12])[CH2:8][CH2:9]2)[CH2:4]1.C(=O)([O-])[O-].[Na+].[Na+]. (5) Given the product [OH:17][CH2:16][C:14]1[O:15][C:11]([C:7]2[CH:6]=[C:5]3[C:10]([C:2]([CH3:22])([CH3:1])[C:3](=[O:21])[NH:4]3)=[CH:9][CH:8]=2)=[N:12][N:13]=1, predict the reactants needed to synthesize it. The reactants are: [CH3:1][C:2]1([CH3:22])[C:10]2[C:5](=[CH:6][C:7]([C:11]3[O:15][C:14]([C:16](OCC)=[O:17])=[N:13][N:12]=3)=[CH:8][CH:9]=2)[NH:4][C:3]1=[O:21].[Li+].[BH4-]. (6) The reactants are: C([O:8][NH:9][C:10](=[O:40])[CH2:11][O:12][C:13]1[CH:18]=[CH:17][C:16]([C:19]([C:24]2[CH:29]=[CH:28][C:27]([O:30][CH2:31][C:32](=[O:37])[C:33]([CH3:36])([CH3:35])[CH3:34])=[C:26]([CH3:38])[CH:25]=2)([CH2:22][CH3:23])[CH2:20][CH3:21])=[CH:15][C:14]=1[CH3:39])C1C=CC=CC=1. Given the product [CH3:36][C:33]([CH3:34])([CH3:35])[C:32](=[O:37])[CH2:31][O:30][C:27]1[CH:28]=[CH:29][C:24]([C:19]([C:16]2[CH:17]=[CH:18][C:13]([O:12][CH2:11][C:10]([NH:9][OH:8])=[O:40])=[C:14]([CH3:39])[CH:15]=2)([CH2:20][CH3:21])[CH2:22][CH3:23])=[CH:25][C:26]=1[CH3:38], predict the reactants needed to synthesize it. (7) The reactants are: [Br:1][C:2]1[CH:3]=[CH:4][C:5]2[S:9][C:8]([S:10](Cl)(=[O:12])=[O:11])=[C:7]([CH3:14])[C:6]=2[CH:15]=1.[NH2:16][C:17]1[CH:18]=[C:19]([CH:25]=[CH:26][CH:27]=1)[C:20]([O:22][CH2:23][CH3:24])=[O:21].N1C=CC=CC=1. Given the product [Br:1][C:2]1[CH:3]=[CH:4][C:5]2[S:9][C:8]([S:10]([NH:16][C:17]3[CH:18]=[C:19]([CH:25]=[CH:26][CH:27]=3)[C:20]([O:22][CH2:23][CH3:24])=[O:21])(=[O:12])=[O:11])=[C:7]([CH3:14])[C:6]=2[CH:15]=1, predict the reactants needed to synthesize it.